Dataset: Forward reaction prediction with 1.9M reactions from USPTO patents (1976-2016). Task: Predict the product of the given reaction. (1) Given the reactants C(=O)([O-])[O-].[K+].[K+].Br[CH2:8][CH2:9][CH2:10][N:11]1[C:15](=[O:16])[C:14]2=[CH:17][CH:18]=[CH:19][CH:20]=[C:13]2[C:12]1=[O:21].CN(C=O)C.[CH2:27]([N:29]1[C:35](=[O:36])[C:34]([CH3:38])([CH3:37])[C:33](=[O:39])[N:32]([CH3:40])[C:31]2[CH:41]=[C:42]([OH:45])[CH:43]=[CH:44][C:30]1=2)[CH3:28], predict the reaction product. The product is: [O:21]=[C:12]1[C:13]2[C:14](=[CH:17][CH:18]=[CH:19][CH:20]=2)[C:15](=[O:16])[N:11]1[CH2:10][CH2:9][CH2:8][O:45][C:42]1[CH:43]=[CH:44][C:30]2[N:29]([CH2:27][CH3:28])[C:35](=[O:36])[C:34]([CH3:37])([CH3:38])[C:33](=[O:39])[N:32]([CH3:40])[C:31]=2[CH:41]=1. (2) Given the reactants Br[C:2]1[C:3](=[O:25])[N:4]([CH2:17][C:18]2[CH:23]=[CH:22][C:21]([Cl:24])=[CH:20][CH:19]=2)[C:5](=[O:16])[N:6]([C:8]2[CH:13]=[CH:12][CH:11]=[CH:10][C:9]=2[CH2:14][OH:15])[N:7]=1.[CH3:26][O-:27].[Na+], predict the reaction product. The product is: [Cl:24][C:21]1[CH:22]=[CH:23][C:18]([CH2:17][N:4]2[C:3](=[O:25])[C:2]([O:27][CH3:26])=[N:7][N:6]([C:8]3[CH:13]=[CH:12][CH:11]=[CH:10][C:9]=3[CH2:14][OH:15])[C:5]2=[O:16])=[CH:19][CH:20]=1. (3) Given the reactants Cl.[NH2:2][CH2:3][CH2:4][C:5]([O:7][CH3:8])=[O:6].F[C:10]1[CH:15]=[CH:14][CH:13]=[CH:12][C:11]=1[N+:16]([O-:18])=[O:17].C([O-])([O-])=O.[K+].[K+].O, predict the reaction product. The product is: [N+:16]([C:11]1[CH:12]=[CH:13][CH:14]=[CH:15][C:10]=1[NH:2][CH2:3][CH2:4][C:5]([O:7][CH3:8])=[O:6])([O-:18])=[O:17]. (4) Given the reactants Cl[CH2:2][C:3]([NH:5][C:6]1[CH:11]=[CH:10][CH:9]=[C:8]([O:12][CH3:13])[C:7]=1[CH3:14])=[O:4].[CH3:15][C@H:16]1[CH2:21][NH:20][CH2:19][C@@H:18]([CH3:22])[NH:17]1, predict the reaction product. The product is: [CH3:15][C@H:16]1[NH:17][C@@H:18]([CH3:22])[CH2:19][N:20]([CH2:2][C:3]([NH:5][C:6]2[CH:11]=[CH:10][CH:9]=[C:8]([O:12][CH3:13])[C:7]=2[CH3:14])=[O:4])[CH2:21]1. (5) Given the reactants [CH3:1][O:2][C:3]1[CH:8]=[CH:7][C:6]([N:9]2[C:13]([C:14]3[CH:19]=[CH:18][C:17]([CH3:20])=[CH:16][CH:15]=3)=[CH:12][C:11]([CH:21]3[CH2:26][CH2:25][NH:24][CH2:23][CH2:22]3)=[N:10]2)=[CH:5][CH:4]=1.ClC(Cl)(O[C:31](=[O:37])OC(Cl)(Cl)Cl)Cl.C(N(CC)CC)C.Cl.[CH3:47][NH:48][OH:49], predict the reaction product. The product is: [CH3:1][O:2][C:3]1[CH:8]=[CH:7][C:6]([N:9]2[C:13]([C:14]3[CH:19]=[CH:18][C:17]([CH3:20])=[CH:16][CH:15]=3)=[CH:12][C:11]([CH:21]3[CH2:26][CH2:25][N:24]([C:31](=[O:37])[N:48]([OH:49])[CH3:47])[CH2:23][CH2:22]3)=[N:10]2)=[CH:5][CH:4]=1. (6) Given the reactants [C:1]([CH:9]=[CH:10][C:11]([O:13]CC)=[O:12])(=O)[C:2]1[CH:7]=[CH:6][CH:5]=[CH:4][CH:3]=1.[NH2:16][C@H:17]1[CH2:23][CH2:22][C:21]2[CH:24]=[CH:25][CH:26]=[CH:27][C:20]=2[N:19]([CH2:28][C:29]([O:31][C:32]([CH3:35])([CH3:34])[CH3:33])=[O:30])[C:18]1=[O:36].C(O)(=O)C.C1CCCCC=1, predict the reaction product. The product is: [C:11]([CH:10]([NH:16][CH:17]1[CH2:23][CH2:22][C:21]2[CH:24]=[CH:25][CH:26]=[CH:27][C:20]=2[N:19]([CH2:28][C:29]([O:31][C:32]([CH3:34])([CH3:33])[CH3:35])=[O:30])[C:18]1=[O:36])[CH2:9][CH2:1][C:2]1[CH:3]=[CH:4][CH:5]=[CH:6][CH:7]=1)([OH:13])=[O:12]. (7) Given the reactants [CH2:1]([N:4]([CH2:16][CH2:17][CH3:18])[C:5]([C:7]1[CH:8]=[C:9]([CH:13]=[CH:14][CH:15]=1)[C:10]([OH:12])=O)=[O:6])[CH2:2][CH3:3].CCN(C(C)C)C(C)C.CN(C(ON1N=NC2C=CC=NC1=2)=[N+](C)C)C.F[P-](F)(F)(F)(F)F.[NH2:52][C@@H:53]([CH2:75][C:76]1[CH:81]=[C:80]([F:82])[CH:79]=[C:78]([F:83])[CH:77]=1)[C@@H:54]([C@H:56]1[CH2:61][O:60][CH2:59][CH2:58][N:57]1[CH:62]([C:69]1[CH:74]=[CH:73][CH:72]=[CH:71][CH:70]=1)[C:63]1[CH:68]=[CH:67][CH:66]=[CH:65][CH:64]=1)[OH:55], predict the reaction product. The product is: [CH:62]([N:57]1[CH2:58][CH2:59][O:60][CH2:61][C@@H:56]1[C@@H:54]([OH:55])[C@@H:53]([NH:52][C:10](=[O:12])[C:9]1[CH:13]=[CH:14][CH:15]=[C:7]([C:5]([N:4]([CH2:1][CH2:2][CH3:3])[CH2:16][CH2:17][CH3:18])=[O:6])[CH:8]=1)[CH2:75][C:76]1[CH:77]=[C:78]([F:83])[CH:79]=[C:80]([F:82])[CH:81]=1)([C:63]1[CH:68]=[CH:67][CH:66]=[CH:65][CH:64]=1)[C:69]1[CH:74]=[CH:73][CH:72]=[CH:71][CH:70]=1. (8) Given the reactants Br[CH:2]([C:10]1[CH:15]=[CH:14][CH:13]=[CH:12][CH:11]=1)[C:3]1[CH:8]=[CH:7][C:6]([Cl:9])=[CH:5][CH:4]=1.[NH:16]1[CH2:19][CH:18]([CH:20]([C:25]2[CH:30]=[C:29]([F:31])[CH:28]=[C:27]([F:32])[CH:26]=2)[C:21]([O:23][CH3:24])=[O:22])[CH2:17]1.C([O-])([O-])=O.[Cs+].[Cs+], predict the reaction product. The product is: [Cl:9][C:6]1[CH:7]=[CH:8][C:3]([CH:2]([C:10]2[CH:15]=[CH:14][CH:13]=[CH:12][CH:11]=2)[N:16]2[CH2:19][CH:18]([CH:20]([C:25]3[CH:30]=[C:29]([F:31])[CH:28]=[C:27]([F:32])[CH:26]=3)[C:21]([O:23][CH3:24])=[O:22])[CH2:17]2)=[CH:4][CH:5]=1.